From a dataset of Catalyst prediction with 721,799 reactions and 888 catalyst types from USPTO. Predict which catalyst facilitates the given reaction. Reactant: O1CCOCC1.[CH:7]1([C:13]2[C:21]3[C:20](=[O:22])[NH:19][C:18]([C:23]4[CH:28]=[CH:27][C:26]([S:29]([N:32]5[CH2:37][CH2:36][N:35]([CH3:38])[CH2:34][CH2:33]5)(=[O:31])=[O:30])=[CH:25][C:24]=4[O:39][CH3:40])=[N:17][C:16]=3[N:15]([CH3:41])[N:14]=2)[CH2:12][CH2:11][CH2:10][CH2:9][CH2:8]1.[ClH:42].O1CCOCC1. Product: [Cl-:42].[CH:7]1([C:13]2[C:21]3[C:20](=[O:22])[NH:19][C:18]([C:23]4[CH:28]=[CH:27][C:26]([S:29]([N:32]5[CH2:37][CH2:36][N:35]([CH3:38])[CH2:34][CH2:33]5)(=[O:30])=[O:31])=[CH:25][C:24]=4[O:39][CH3:40])=[N:17][C:16]=3[N:15]([CH3:41])[N:14]=2)[CH2:8][CH2:9][CH2:10][CH2:11][CH2:12]1. The catalyst class is: 28.